This data is from Full USPTO retrosynthesis dataset with 1.9M reactions from patents (1976-2016). The task is: Predict the reactants needed to synthesize the given product. Given the product [CH:1]([C:4]1[CH:10]=[CH:9][C:7]([NH:8][C:11]([N:29]2[CH2:28][CH2:27][C:26]3[C:31](=[C:32]([N:35]4[CH2:36][CH2:37][N:38]([CH3:41])[CH2:39][CH2:40]4)[CH:33]=[CH:34][C:25]=3[O:24][CH3:23])[CH2:30]2)=[O:12])=[CH:6][CH:5]=1)([CH3:3])[CH3:2], predict the reactants needed to synthesize it. The reactants are: [CH:1]([C:4]1[CH:10]=[CH:9][C:7]([NH2:8])=[CH:6][CH:5]=1)([CH3:3])[CH3:2].[C:11](N1C=CN=C1)(N1C=CN=C1)=[O:12].[CH3:23][O:24][C:25]1[CH:34]=[CH:33][C:32]([N:35]2[CH2:40][CH2:39][N:38]([CH3:41])[CH2:37][CH2:36]2)=[C:31]2[C:26]=1[CH2:27][CH2:28][NH:29][CH2:30]2.